From a dataset of Forward reaction prediction with 1.9M reactions from USPTO patents (1976-2016). Predict the product of the given reaction. (1) Given the reactants [C-:1]#[N:2].[K+].[CH:4]1([CH:9]=[O:10])[CH2:8][CH2:7][CH2:6][CH2:5]1, predict the reaction product. The product is: [CH:4]1([CH:9]([OH:10])[C:1]#[N:2])[CH2:8][CH2:7][CH2:6][CH2:5]1. (2) Given the reactants [CH3:1][O:2][C:3](=[O:13])[C:4]1[CH:9]=[CH:8][C:7]([OH:10])=[C:6]([C:11]#[N:12])[CH:5]=1.[F:14][C:15]([F:28])([F:27])[S:16](O[S:16]([C:15]([F:28])([F:27])[F:14])(=[O:18])=[O:17])(=[O:18])=[O:17], predict the reaction product. The product is: [CH3:1][O:2][C:3](=[O:13])[C:4]1[CH:9]=[CH:8][C:7]([O:10][S:16]([C:15]([F:28])([F:27])[F:14])(=[O:18])=[O:17])=[C:6]([C:11]#[N:12])[CH:5]=1. (3) Given the reactants [CH:1]([C:3]1[CH:8]=[CH:7][CH:6]=[CH:5][C:4]=1[C:9]1[CH:14]=[CH:13][CH:12]=[CH:11][CH:10]=1)=[CH2:2].[CH:15]([C:17]1[CH:22]=[CH:21][CH:20]=[CH:19][C:18]=1[CH:23]=[CH2:24])=[CH2:16], predict the reaction product. The product is: [CH:1]([C:3]1[CH:8]=[CH:7][CH:6]=[CH:5][C:4]=1[C:9]1[CH:14]=[CH:13][CH:12]=[CH:11][CH:10]=1)=[CH2:2].[CH:15]([C:17]1[CH:22]=[CH:21][CH:20]=[CH:19][C:18]=1[CH:23]=[CH2:24])=[CH2:16]. (4) Given the reactants [CH2:1]([O:3][CH:4]([O:8][CH2:9][CH3:10])[O:5][CH2:6][CH3:7])[CH3:2].[CH3:11][C:12]1([CH3:20])[O:17][C:16](=[O:18])[CH2:15][C:14](=[O:19])[O:13]1.[CH3:21][O:22][C:23]1[CH:35]=[CH:34][C:26]([CH2:27][N:28]2[C:32]([NH2:33])=[CH:31][CH:30]=[N:29]2)=[CH:25][CH:24]=1, predict the reaction product. The product is: [CH3:21][O:22][C:23]1[CH:24]=[CH:25][C:26]([CH2:27][N:28]2[C:32]([NH:33][CH:1]=[C:15]3[C:16](=[O:18])[O:17][C:12]([CH3:20])([CH3:11])[O:13][C:14]3=[O:19])=[CH:31][CH:30]=[N:29]2)=[CH:34][CH:35]=1.[CH2:1]([O:3][CH:4]([O:8][CH2:9][CH3:10])[O:5][CH2:6][CH3:7])[CH3:2]. (5) Given the reactants [F:1][C:2]([F:20])([F:19])[C:3]([N:5]1[CH2:14][CH2:13][C:12]2[C:7](=[CH:8][C:9]([N+:16]([O-:18])=[O:17])=[CH:10][C:11]=2I)[CH2:6]1)=[O:4].C([Sn](CCCC)(CCCC)[N:26]1[C:30]2[CH:31]=[CH:32][CH:33]=[CH:34][C:29]=2[S:28][CH2:27]1)CCC, predict the reaction product. The product is: [S:28]1[C:29]2[CH:34]=[CH:33][CH:32]=[CH:31][C:30]=2[N:26]=[C:27]1[C:11]1[CH:10]=[C:9]([N+:16]([O-:18])=[O:17])[CH:8]=[C:7]2[C:12]=1[CH2:13][CH2:14][N:5]([C:3](=[O:4])[C:2]([F:20])([F:19])[F:1])[CH2:6]2. (6) The product is: [NH:2]([C:21]([C:17]1[S:18][CH:19]=[CH:20][C:16]=1[NH:15][C:13](=[O:14])[CH2:12][C:9]1[CH:10]=[CH:11][C:6]([O:5][CH3:4])=[CH:7][CH:8]=1)=[O:23])[NH2:3]. Given the reactants O.[NH2:2][NH2:3].[CH3:4][O:5][C:6]1[CH:11]=[CH:10][C:9]([CH2:12][C:13]([NH:15][C:16]2[CH:20]=[CH:19][S:18][C:17]=2[C:21]([O:23]C)=O)=[O:14])=[CH:8][CH:7]=1, predict the reaction product.